This data is from Catalyst prediction with 721,799 reactions and 888 catalyst types from USPTO. The task is: Predict which catalyst facilitates the given reaction. Reactant: C([N:4]1[C:12]2[C:7](=[CH:8][CH:9]=[C:10]([NH:13][C:14]3[N:19]=[C:18]([NH:20][C:21]4[CH:22]=[C:23]5[C:28](=[CH:29][CH:30]=4)[N:27]=[CH:26][CH:25]=[CH:24]5)[CH:17]=[CH:16][N:15]=3)[CH:11]=2)[C:6]([CH3:32])([CH3:31])[CH2:5]1)(=O)C.CCOC(C)=O.C([O-])(O)=O.[Na+]. Product: [CH3:31][C:6]1([CH3:32])[C:7]2[C:12](=[CH:11][C:10]([NH:13][C:14]3[N:19]=[C:18]([NH:20][C:21]4[CH:22]=[C:23]5[C:28](=[CH:29][CH:30]=4)[N:27]=[CH:26][CH:25]=[CH:24]5)[CH:17]=[CH:16][N:15]=3)=[CH:9][CH:8]=2)[NH:4][CH2:5]1. The catalyst class is: 811.